Predict which catalyst facilitates the given reaction. From a dataset of Catalyst prediction with 721,799 reactions and 888 catalyst types from USPTO. (1) Reactant: [OH:1][C@@H:2]1[C@H:6]([OH:7])[C@@H:5]([CH2:8][OH:9])[O:4][C@H:3]1[N:10]1[CH:18]=[N:17][C:16]2[C:11]1=[N:12][C:13]([C:34]([O:36]C)=O)=[N:14][C:15]=2[NH:19][CH2:20][CH:21]([C:28]1[CH:33]=[CH:32][CH:31]=[CH:30][CH:29]=1)[C:22]1[CH:27]=[CH:26][CH:25]=[CH:24][CH:23]=1.[CH2:38]([NH2:41])[CH2:39][NH2:40]. Product: [NH2:40][CH2:39][CH2:38][NH:41][C:34]([C:13]1[N:12]=[C:11]2[C:16]([N:17]=[CH:18][N:10]2[C@H:3]2[C@H:2]([OH:1])[C@H:6]([OH:7])[C@@H:5]([CH2:8][OH:9])[O:4]2)=[C:15]([NH:19][CH2:20][CH:21]([C:28]2[CH:29]=[CH:30][CH:31]=[CH:32][CH:33]=2)[C:22]2[CH:27]=[CH:26][CH:25]=[CH:24][CH:23]=2)[N:14]=1)=[O:36]. The catalyst class is: 4. (2) Reactant: CC1ON=C(N)C=1.N1(C(N2C=CN=C2)=O)C=CN=C1.[CH3:20][C:21]1[O:25][N:24]=[C:23]([NH:26][C:27](N2C=CN=C2)=[O:28])[CH:22]=1.[F:34][C:35]1[CH:36]=[C:37]([C:41]([N:43]2[CH2:48][CH2:47][NH:46][CH2:45][CH2:44]2)=[O:42])[CH:38]=[CH:39][CH:40]=1. Product: [CH3:20][C:21]1[O:25][N:24]=[C:23]([NH:26][C:27]([N:46]2[CH2:45][CH2:44][N:43]([C:41](=[O:42])[C:37]3[CH:38]=[CH:39][CH:40]=[C:35]([F:34])[CH:36]=3)[CH2:48][CH2:47]2)=[O:28])[CH:22]=1. The catalyst class is: 390. (3) Reactant: CS(O)(=O)=O.O=P12OP3(OP(OP(O3)(O1)=O)(=O)O2)=O.[C:20]([C:28](=[CH:34][NH:35][C:36]1[N:40]([C:41]2[CH:46]=[CH:45][CH:44]=[CH:43][N:42]=2)[N:39]=[C:38]([CH3:47])[CH:37]=1)[C:29]([O:31]CC)=O)(=[O:27])[C:21]1[CH:26]=[CH:25][CH:24]=[CH:23][CH:22]=1.[OH-].[Na+]. Product: [OH:31][C:29]1[C:28]([C:20]([C:21]2[CH:22]=[CH:23][CH:24]=[CH:25][CH:26]=2)=[O:27])=[CH:34][N:35]=[C:36]2[N:40]([C:41]3[CH:46]=[CH:45][CH:44]=[CH:43][N:42]=3)[N:39]=[C:38]([CH3:47])[C:37]=12. The catalyst class is: 6. (4) Reactant: [C:1]([O:5][C:6]([N:8]1[CH2:12][C@@H:11]([NH:13][C:14]([O:16][CH2:17][C:18]2[CH:23]=[CH:22][CH:21]=[CH:20][CH:19]=2)=[O:15])[C@H:10]([C:24]([OH:26])=O)[CH2:9]1)=[O:7])([CH3:4])([CH3:3])[CH3:2].O[N:28]1[C:32]2[CH:33]=[CH:34][CH:35]=[CH:36][C:31]=2N=N1.NC1C=CC=CC=1.Cl.CN(C)CCCN=C=NCC. Product: [C:1]([O:5][C:6]([N:8]1[CH2:9][C@@H:10]([C:24](=[O:26])[NH:28][C:32]2[CH:33]=[CH:34][CH:35]=[CH:36][CH:31]=2)[C@H:11]([NH:13][C:14]([O:16][CH2:17][C:18]2[CH:19]=[CH:20][CH:21]=[CH:22][CH:23]=2)=[O:15])[CH2:12]1)=[O:7])([CH3:2])([CH3:4])[CH3:3]. The catalyst class is: 3. (5) Reactant: I[C:2]1[CH:9]=[CH:8][C:5]([C:6]#[N:7])=[CH:4][CH:3]=1.C([Mg]Cl)(C)C.[F:15][C:16]([F:21])([F:20])[C:17]([CH3:19])=[O:18].O. Product: [F:15][C:16]([F:21])([F:20])[C:17]([C:2]1[CH:9]=[CH:8][C:5]([C:6]#[N:7])=[CH:4][CH:3]=1)([OH:18])[CH3:19]. The catalyst class is: 165. (6) Reactant: Cl[C:2]1[C:7]([N+:8]([O-])=O)=[C:6]([O:11][CH3:12])[N:5]=[CH:4][N:3]=1. Product: [CH3:12][O:11][C:6]1[C:7]([NH2:8])=[CH:2][N:3]=[CH:4][N:5]=1. The catalyst class is: 63. (7) Reactant: Br[C:2]1[CH:7]=[CH:6][C:5]([Br:8])=[CH:4][N:3]=1.[NH:9]1[CH2:14][CH2:13][CH:12]([OH:15])[CH2:11][CH2:10]1. Product: [Br:8][C:5]1[CH:6]=[CH:7][C:2]([N:9]2[CH2:14][CH2:13][CH:12]([OH:15])[CH2:11][CH2:10]2)=[N:3][CH:4]=1. The catalyst class is: 6. (8) Reactant: [C:1](=[O:4])([O-])[O-:2].[K+].[K+].N1[CH:11]=[CH:10]N=C1.[CH3:12][S:13]([C:16]1[CH:17]=[C:18]2[C:22](=[CH:23][CH:24]=1)[N:21]([C:25]1[CH:30]=[C:29]([O:31][CH:32]3[CH2:37][CH2:36][NH:35][CH2:34][CH2:33]3)[N:28]=[CH:27][N:26]=1)[CH2:20][CH2:19]2)(=[O:15])=[O:14].[Cl-].[NH4+]. Product: [CH3:12][S:13]([C:16]1[CH:17]=[C:18]2[C:22](=[CH:23][CH:24]=1)[N:21]([C:25]1[N:26]=[CH:27][N:28]=[C:29]([O:31][CH:32]3[CH2:37][CH2:36][N:35]([C:1]([O:2][C:10]4([CH3:11])[CH2:23][CH2:24][CH2:16][CH2:17]4)=[O:4])[CH2:34][CH2:33]3)[CH:30]=1)[CH2:20][CH2:19]2)(=[O:15])=[O:14]. The catalyst class is: 12.